From a dataset of Full USPTO retrosynthesis dataset with 1.9M reactions from patents (1976-2016). Predict the reactants needed to synthesize the given product. (1) The reactants are: CS(C)=O.[CH3:5][N:6]([CH3:12])[C@H:7]1[CH2:11][CH2:10][NH:9][CH2:8]1.F[C:14]1[C:15]([C:34]2[CH:39]=[CH:38][CH:37]=[CH:36][CH:35]=2)=[C:16]([CH3:33])[C:17](C#N)=[C:18]2[C:22]=1[O:21][C:20]([C:23]([N:25]1[CH2:30][CH2:29][CH2:28][CH2:27][CH2:26]1)=[O:24])=[N:19]2.[CH2:40]([N:42](CC)CC)C. Given the product [CH3:5][N:6]([CH3:12])[C@H:7]1[CH2:11][CH2:10][N:9]([C:14]2[C:22]3[O:21][C:20]([C:23]([N:25]4[CH2:30][CH2:29][CH2:28][CH2:27][CH2:26]4)=[O:24])([C:40]#[N:42])[NH:19][C:18]=3[CH:17]=[C:16]([CH3:33])[C:15]=2[C:34]2[CH:39]=[CH:38][CH:37]=[CH:36][CH:35]=2)[CH2:8]1, predict the reactants needed to synthesize it. (2) Given the product [CH3:4][C@@:5]12[C@@H:21]([OH:22])[CH2:20][CH2:19][C@H:18]1[C@H:17]1[C@@H:8]([C:9]3[CH:10]=[CH:11][C:12]([OH:23])=[CH:13][C:14]=3[CH2:15][CH2:16]1)[CH2:7][CH2:6]2.[C:24](=[O:25])([O-:27])[O-:26].[Ca+2:2], predict the reactants needed to synthesize it. The reactants are: [Cl-].[Ca+2:2].[Cl-].[CH3:4][C@@:5]12[C@@H:21]([OH:22])[CH2:20][CH2:19][C@H:18]1[C@H:17]1[C@@H:8]([C:9]3[CH:10]=[CH:11][C:12]([OH:23])=[CH:13][C:14]=3[CH2:15][CH2:16]1)[CH2:7][CH2:6]2.[C:24]([O-:27])([O-:26])=[O:25].[Ca+2]. (3) The reactants are: Cl[C:2]1[C:11]2=[N:12][N:13](CC3C=CC(OC)=CC=3)[CH:14]=[C:10]2[C:9]2[CH:8]=[C:7]([O:24][CH3:25])[CH:6]=[CH:5][C:4]=2[N:3]=1.[F:26][C:27]([F:39])([F:38])[S:28]([C:31]1[CH:32]=[C:33]([CH:35]=[CH:36][CH:37]=1)[NH2:34])(=[O:30])=[O:29].Cl. Given the product [CH3:25][O:24][C:7]1[CH:6]=[CH:5][C:4]2[N:3]=[C:2]([NH:34][C:33]3[CH:35]=[CH:36][CH:37]=[C:31]([S:28]([C:27]([F:39])([F:26])[F:38])(=[O:30])=[O:29])[CH:32]=3)[C:11]3=[N:12][NH:13][CH:14]=[C:10]3[C:9]=2[CH:8]=1, predict the reactants needed to synthesize it. (4) Given the product [ClH:1].[ClH:1].[CH2:8]([NH:9][C:15]1[S:16][C:17]([CH2:20][NH:13][C:10]2[S:11][CH:12]=[C:8]([C:5]3[CH:4]=[CH:3][C:2]([Cl:1])=[CH:7][CH:6]=3)[N:9]=2)=[CH:18][N:19]=1)[C:5]1[CH:6]=[CH:7][CH:2]=[CH:3][CH:4]=1, predict the reactants needed to synthesize it. The reactants are: [Cl:1][C:2]1[CH:7]=[CH:6][C:5]([C:8]2[N:9]=[C:10]([NH2:13])[S:11][CH:12]=2)=[CH:4][CH:3]=1.Br[C:15]1[S:16][C:17]([C:20](O)=O)=[CH:18][N:19]=1.